From a dataset of Forward reaction prediction with 1.9M reactions from USPTO patents (1976-2016). Predict the product of the given reaction. (1) Given the reactants Br[C:2]1[C:7]([CH3:8])=[CH:6][CH:5]=[CH:4][C:3]=1[CH:9]([O:14][C:15]([CH3:18])([CH3:17])[CH3:16])[C:10]([O:12][CH3:13])=[O:11].C(=O)([O-])[O-].[Na+].[Na+].CC1(C)C(C)(C)OB([C:33]2[CH:34]=[C:35]3[C:40](=[CH:41][CH:42]=2)[O:39][CH2:38][CH2:37][CH2:36]3)O1, predict the reaction product. The product is: [C:15]([O:14][CH:9]([C:3]1[CH:4]=[CH:5][CH:6]=[C:7]([CH3:8])[C:2]=1[C:33]1[CH:42]=[CH:41][C:40]2[O:39][CH2:38][CH2:37][CH2:36][C:35]=2[CH:34]=1)[C:10]([O:12][CH3:13])=[O:11])([CH3:18])([CH3:17])[CH3:16]. (2) Given the reactants C(N(CC)CC)C.[CH3:8][C:9]1([CH3:17])[O:14][C:13](=[O:15])[CH2:12][C:11](=[O:16])[CH2:10]1.[F:18][C:19]([F:30])([F:29])[C:20]1[CH:21]=[C:22]([N:26]=[C:27]=[O:28])[CH:23]=[CH:24][CH:25]=1, predict the reaction product. The product is: [F:18][C:19]([F:29])([F:30])[C:20]1[CH:21]=[C:22]([NH:26][C:27]([CH:12]2[C:11](=[O:16])[CH2:10][C:9]([CH3:17])([CH3:8])[O:14][C:13]2=[O:15])=[O:28])[CH:23]=[CH:24][CH:25]=1. (3) Given the reactants O([C:9]1[CH:18]=[CH:17][C:16]2[C:11](=[CH:12][CH:13]=[CH:14][CH:15]=2)[C:10]=1[N+:19]([O-:21])=[O:20])S(C(F)(F)F)(=O)=O.[CH3:22][C:23]1[O:27][C:26]([C:28]2[CH:29]=[C:30]([CH:32]=[CH:33][CH:34]=2)[NH2:31])=[N:25][N:24]=1, predict the reaction product. The product is: [N+:19]([C:10]1[C:11]2[C:16](=[CH:15][CH:14]=[CH:13][CH:12]=2)[CH:17]=[CH:18][C:9]=1[NH:31][C:30]1[CH:32]=[CH:33][CH:34]=[C:28]([C:26]2[O:27][C:23]([CH3:22])=[N:24][N:25]=2)[CH:29]=1)([O-:21])=[O:20].